This data is from Full USPTO retrosynthesis dataset with 1.9M reactions from patents (1976-2016). The task is: Predict the reactants needed to synthesize the given product. (1) Given the product [NH2:26][CH:23]1[CH2:24][CH2:25][CH:20]([C:18]([NH:17][C:14]2[CH:13]=[CH:12][C:11]([C:9]([NH2:8])=[O:10])=[CH:16][CH:15]=2)=[O:19])[CH2:21][CH2:22]1, predict the reactants needed to synthesize it. The reactants are: FC(F)(F)C(O)=O.[NH2:8][C:9]([C:11]1[CH:16]=[CH:15][C:14]([NH:17][C:18]([CH:20]2[CH2:25][CH2:24][CH:23]([NH:26]C(=O)OC(C)(C)C)[CH2:22][CH2:21]2)=[O:19])=[CH:13][CH:12]=1)=[O:10]. (2) Given the product [F:8][C:6]1[CH:5]=[CH:4][C:3]2[C:9]([CH:10]3[CH2:15][CH2:14][N:13]([CH2:16][CH2:17][C:18]4[C:23](=[O:24])[N:22]5[CH2:25][CH2:26][CH2:27][CH2:28][C:21]5=[N:20][C:19]=4[CH3:29])[CH2:12][CH2:11]3)=[N:30][O:31][C:2]=2[CH:7]=1, predict the reactants needed to synthesize it. The reactants are: F[C:2]1[CH:7]=[C:6]([F:8])[CH:5]=[CH:4][C:3]=1[C:9](=[N:30][OH:31])[CH:10]1[CH2:15][CH2:14][N:13]([CH2:16][CH2:17][C:18]2[C:23](=[O:24])[N:22]3[CH2:25][CH2:26][CH2:27][CH2:28][C:21]3=[N:20][C:19]=2[CH3:29])[CH2:12][CH2:11]1.[OH-].[K+]. (3) Given the product [Cl:8][C:7]1[C:6]([N:11]2[CH2:16][CH2:15][C:14]3([C:20]4[CH:21]=[CH:22][CH:23]=[CH:24][C:19]=4[O:18][C:17]3=[O:25])[CH2:13][CH2:12]2)=[CH:5][N:4]=[N:3][C:2]=1[NH:32][NH2:33], predict the reactants needed to synthesize it. The reactants are: Cl[C:2]1[N:3]=[N:4][CH:5]=[C:6](Cl)[C:7]=1[Cl:8].Cl.[NH:11]1[CH2:16][CH2:15][C:14]2([C:20]3[CH:21]=[CH:22][CH:23]=[CH:24][C:19]=3[O:18][C:17]2=[O:25])[CH2:13][CH2:12]1.C(=O)([O-])[O-].[K+].[K+].[NH2:32][NH2:33]. (4) Given the product [F:11][C:12]1[CH:20]=[CH:19][C:18]2[C:14](=[CH:15][N:16]([CH3:21])[N:17]=2)[C:13]=1[CH:22]=[O:23], predict the reactants needed to synthesize it. The reactants are: CS(C)=O.C(Cl)(=O)C(Cl)=O.[F:11][C:12]1[CH:20]=[CH:19][C:18]2[C:14](=[CH:15][N:16]([CH3:21])[N:17]=2)[C:13]=1[CH2:22][OH:23].C(N(CC)CC)C. (5) Given the product [C:1]1([CH3:15])[CH:2]=[CH:3][C:4]([S:7]([C:10]2[N:14]=[CH:13][N:12]([C:18](=[O:19])[N:17]([CH3:21])[CH3:16])[N:11]=2)(=[O:9])=[O:8])=[CH:5][CH:6]=1, predict the reactants needed to synthesize it. The reactants are: [C:1]1([CH3:15])[CH:6]=[CH:5][C:4]([S:7]([C:10]2[N:14]=[CH:13][NH:12][N:11]=2)(=[O:9])=[O:8])=[CH:3][CH:2]=1.[CH3:16][N:17]([CH3:21])[C:18](Cl)=[O:19].C(=O)([O-])[O-].[K+].[K+]. (6) Given the product [CH3:1][O:2][C:3](=[O:18])[CH2:4][C:5]1[C:6](=[O:17])[N:7]([CH2:29][CH3:30])[C:8]2[C:13]([CH:14]=1)=[CH:12][CH:11]=[C:10]([O:15][CH3:16])[CH:9]=2, predict the reactants needed to synthesize it. The reactants are: [CH3:1][O:2][C:3](=[O:18])[CH2:4][C:5]1[C:6](=[O:17])[NH:7][C:8]2[C:13]([CH:14]=1)=[CH:12][CH:11]=[C:10]([O:15][CH3:16])[CH:9]=2.C[Si]([N-][Si](C)(C)C)(C)C.[K+].[CH2:29](I)[CH3:30].CCOCC. (7) Given the product [O:17]([C:14]1[CH:15]=[CH:16][C:11]([C:2]2[C:3]([C:4]([O:6][C:7]([CH3:10])([CH3:9])[CH3:8])=[O:5])=[CH:35][NH:33][N:37]=2)=[CH:12][CH:13]=1)[C:18]1[CH:23]=[CH:22][CH:21]=[CH:20][CH:19]=1, predict the reactants needed to synthesize it. The reactants are: O=[C:2]([C:11]1[CH:16]=[CH:15][C:14]([O:17][C:18]2[CH:23]=[CH:22][CH:21]=[CH:20][CH:19]=2)=[CH:13][CH:12]=1)[CH2:3][C:4]([O:6][C:7]([CH3:10])([CH3:9])[CH3:8])=[O:5].CC(OC([N:33]([CH3:35])C)N(C)C)(C)C.O.[NH2:37]N. (8) Given the product [C:1]([CH:5]1[CH2:14][CH2:13][C:12]2[N:11]=[C:10]3[S:15][C:16]([NH:18][CH:19]=[O:21])=[N:17][C:9]3=[CH:8][C:7]=2[CH2:6]1)([CH3:4])([CH3:2])[CH3:3], predict the reactants needed to synthesize it. The reactants are: [C:1]([CH:5]1[CH2:14][CH2:13][C:12]2[N:11]=[C:10]3[S:15][C:16]([NH2:18])=[N:17][C:9]3=[CH:8][C:7]=2[CH2:6]1)([CH3:4])([CH3:3])[CH3:2].[C:19](OC(=O)C)(=[O:21])C.C(O)=O. (9) The reactants are: [F:1][C:2]1[C:3]([C:9]#[N:10])=[N:4][CH:5]=[C:6]([F:8])[CH:7]=1.[NH4+]=[S:12]. Given the product [F:1][C:2]1[C:3]([C:9](=[S:12])[NH2:10])=[N:4][CH:5]=[C:6]([F:8])[CH:7]=1, predict the reactants needed to synthesize it. (10) Given the product [F:12][C:8]1([C:7]2[C:2]([O:19][C@@H:17]([CH3:18])[C:16]([F:21])([F:20])[F:15])=[CH:3][C:4]([C:13]#[N:14])=[N:5][CH:6]=2)[CH2:11][O:10][CH2:9]1, predict the reactants needed to synthesize it. The reactants are: Cl[C:2]1[C:7]([C:8]2([F:12])[CH2:11][O:10][CH2:9]2)=[CH:6][N:5]=[C:4]([C:13]#[N:14])[CH:3]=1.[F:15][C:16]([F:21])([F:20])[C@@H:17]([OH:19])[CH3:18].